Predict the product of the given reaction. From a dataset of Forward reaction prediction with 1.9M reactions from USPTO patents (1976-2016). (1) Given the reactants [CH:1]1([N:4]2[C:9](=[O:10])[C:8]3=[C:11]([NH:18][C:19]4[CH:24]=[CH:23][C:22]([C:25]#[C:26][Si](C)(C)C)=[CH:21][C:20]=4[F:31])[N:12]([CH3:17])[C:13](=[O:16])[C:14]([CH3:15])=[C:7]3[N:6]([C:32]3[CH:33]=[C:34]([NH:38][C:39](=[O:41])[CH3:40])[CH:35]=[CH:36][CH:37]=3)[C:5]2=[O:42])[CH2:3][CH2:2]1.C(=O)([O-])[O-].[K+].[K+].CO.CN(C)C=O.Cl, predict the reaction product. The product is: [CH:1]1([N:4]2[C:9](=[O:10])[C:8]3=[C:11]([NH:18][C:19]4[CH:24]=[CH:23][C:22]([C:25]#[CH:26])=[CH:21][C:20]=4[F:31])[N:12]([CH3:17])[C:13](=[O:16])[C:14]([CH3:15])=[C:7]3[N:6]([C:32]3[CH:33]=[C:34]([NH:38][C:39](=[O:41])[CH3:40])[CH:35]=[CH:36][CH:37]=3)[C:5]2=[O:42])[CH2:2][CH2:3]1. (2) Given the reactants [C:1]([OH:9])(=O)[C:2]1[CH:7]=[CH:6][N:5]=[CH:4][CH:3]=1.C(N(CC)CC)C.ClC(OCC)=O.[C:23]([NH2:27])([CH3:26])([CH3:25])[CH3:24], predict the reaction product. The product is: [C:23]([NH:27][C:1](=[O:9])[C:2]1[CH:3]=[CH:4][N:5]=[CH:6][CH:7]=1)([CH3:26])([CH3:25])[CH3:24].